Dataset: Full USPTO retrosynthesis dataset with 1.9M reactions from patents (1976-2016). Task: Predict the reactants needed to synthesize the given product. (1) Given the product [Cl:2][C:3]1[CH:4]=[C:5]([N:9]2[CH2:13][CH2:12][C@H:11]([NH:14][C:16]3[N:24]=[CH:23][N:22]=[C:21]4[C:17]=3[N:18]=[CH:19][N:20]4[C@H:25]3[C@H:32]4[C@H:28]([O:29][C:30]([CH3:33])([CH3:34])[O:31]4)[C@@H:27]([CH2:35][F:36])[CH2:26]3)[CH2:10]2)[CH:6]=[CH:7][CH:8]=1, predict the reactants needed to synthesize it. The reactants are: Cl.[Cl:2][C:3]1[CH:4]=[C:5]([N:9]2[CH2:13][CH2:12][C@H:11]([NH2:14])[CH2:10]2)[CH:6]=[CH:7][CH:8]=1.Cl[C:16]1[N:24]=[CH:23][N:22]=[C:21]2[C:17]=1[N:18]=[CH:19][N:20]2[C@H:25]1[C@H:32]2[C@H:28]([O:29][C:30]([CH3:34])([CH3:33])[O:31]2)[C@@H:27]([CH2:35][F:36])[CH2:26]1.CCN(CC)CC. (2) Given the product [C:21]([C:22]1[CH:29]=[CH:28][C:25]([CH2:26][NH:27][C:14](=[O:16])[CH:13]([C:6]2[CH:7]=[C:8]([O:10][CH2:11][CH3:12])[CH:9]=[C:4]([O:3][CH2:1][CH3:2])[C:5]=2[F:19])[O:17][CH3:18])=[CH:24][CH:23]=1)#[N:20], predict the reactants needed to synthesize it. The reactants are: [CH2:1]([O:3][C:4]1[C:5]([F:19])=[C:6]([CH:13]([O:17][CH3:18])[C:14]([OH:16])=O)[CH:7]=[C:8]([O:10][CH2:11][CH3:12])[CH:9]=1)[CH3:2].[NH2:20][CH2:21][C:22]1[CH:29]=[CH:28][C:25]([C:26]#[N:27])=[CH:24][CH:23]=1. (3) Given the product [Br:12][C:4]1[S:5][C:6]([CH3:7])=[C:2]([CH3:1])[C:3]=1[C:8]([O:10][CH3:11])=[O:9], predict the reactants needed to synthesize it. The reactants are: [CH3:1][C:2]1[C:3]([C:8]([O:10][CH3:11])=[O:9])=[CH:4][S:5][C:6]=1[CH3:7].[Br:12]N1C(=O)CCC1=O. (4) Given the product [CH3:1][O:2][C:3](=[O:22])[C:4]1[CH:9]=[CH:8][N:7]=[C:6]([S:10][C:11]2[C:19]3[C:14](=[CH:15][C:16]([Cl:20])=[CH:17][CH:18]=3)[N:13]([C:24]3[CH:25]=[N:26][N:27]([CH3:29])[CH:28]=3)[C:12]=2[CH3:21])[CH:5]=1, predict the reactants needed to synthesize it. The reactants are: [CH3:1][O:2][C:3](=[O:22])[C:4]1[CH:9]=[CH:8][N:7]=[C:6]([S:10][C:11]2[C:19]3[C:14](=[CH:15][C:16]([Cl:20])=[CH:17][CH:18]=3)[NH:13][C:12]=2[CH3:21])[CH:5]=1.Br[C:24]1[CH:25]=[N:26][N:27]([CH3:29])[CH:28]=1. (5) Given the product [CH3:15][N:14]([CH3:19])[CH2:12][CH2:11][C:6]1[N:5]=[C:40]([OH:42])[C:38]2[C:37](=[CH:36][C:35]([O:45][CH3:46])=[C:34]([O:33][CH3:32])[CH:39]=2)[N:44]=1, predict the reactants needed to synthesize it. The reactants are: C1(C2N=[C:12]([N:14]3[CH2:19]CN(C4C=CC=CC=4OC)C[CH2:15]3)[C:11]3[C:6](=CC(OC)=C(OC)C=3)[N:5]=2)CC1.[CH3:32][O:33][C:34]1[CH:39]=[C:38]([C:40]([O:42]C)=O)[C:37]([NH2:44])=[CH:36][C:35]=1[O:45][CH3:46].CN(C)CCC#N.Cl.O1CCOCC1.